Dataset: Forward reaction prediction with 1.9M reactions from USPTO patents (1976-2016). Task: Predict the product of the given reaction. (1) Given the reactants [Cl:1][C:2]1[CH:10]=[CH:9][C:8]([C:11]2[C:12]([C@@H:24]([NH:34][C:35](=[O:52])[CH2:36][N:37]3[C:41]4[C:42]([F:47])([F:46])[C@@H:43]5[CH2:45][C@@H:44]5[C:40]=4[C:39]([C:48]([F:51])([F:50])[F:49])=[N:38]3)[CH2:25][C:26]3[CH:31]=[C:30]([F:32])[CH:29]=[C:28]([F:33])[CH:27]=3)=[N:13][C:14]([C:17]#[C:18]C3CCCN3)=[CH:15][CH:16]=2)=[C:7]2[C:3]=1[C:4]([NH:54][S:55]([CH3:58])(=[O:57])=[O:56])=[N:5][N:6]2[CH3:53].C([CH:61]1[CH2:65][CH2:64][N:63](C(OC(C)(C)C)=O)[CH2:62]1)#C, predict the reaction product. The product is: [Cl:1][C:2]1[CH:10]=[CH:9][C:8]([C:11]2[C:12]([C@@H:24]([NH:34][C:35](=[O:52])[CH2:36][N:37]3[C:41]4[C:42]([F:46])([F:47])[C@@H:43]5[CH2:45][C@@H:44]5[C:40]=4[C:39]([C:48]([F:51])([F:50])[F:49])=[N:38]3)[CH2:25][C:26]3[CH:31]=[C:30]([F:32])[CH:29]=[C:28]([F:33])[CH:27]=3)=[N:13][C:14]([C:17]#[C:18][CH:61]3[CH2:65][CH2:64][NH:63][CH2:62]3)=[CH:15][CH:16]=2)=[C:7]2[C:3]=1[C:4]([NH:54][S:55]([CH3:58])(=[O:56])=[O:57])=[N:5][N:6]2[CH3:53]. (2) Given the reactants [CH3:1][C:2]1[C:7]([C:8]([OH:10])=O)=[CH:6][CH:5]=[C:4]([CH3:11])[N:3]=1.CN(C(ON1N=NC2C=CC=NC1=2)=[N+](C)C)C.F[P-](F)(F)(F)(F)F.CCN(C(C)C)C(C)C.[CH3:45][C@@H:46]1[NH:51][CH2:50][CH2:49][N:48]([S:52]([C:55]2[CH:60]=[CH:59][C:58]([C:61]([F:64])([F:63])[F:62])=[CH:57][CH:56]=2)(=[O:54])=[O:53])[CH2:47]1, predict the reaction product. The product is: [CH3:1][C:2]1[C:7]([C:8]([N:51]2[CH2:50][CH2:49][N:48]([S:52]([C:55]3[CH:56]=[CH:57][C:58]([C:61]([F:64])([F:62])[F:63])=[CH:59][CH:60]=3)(=[O:53])=[O:54])[CH2:47][C@@H:46]2[CH3:45])=[O:10])=[CH:6][CH:5]=[C:4]([CH3:11])[N:3]=1. (3) Given the reactants C[O:2][C:3]1[CH:8]=[CH:7][C:6]([C:9]2[C:10]([CH3:16])=[CH:11][C:12](=[O:15])[NH:13][N:14]=2)=[CH:5][CH:4]=1.[Cl-].[Al+3].[Cl-].[Cl-].O, predict the reaction product. The product is: [OH:2][C:3]1[CH:8]=[CH:7][C:6]([C:9]2[C:10]([CH3:16])=[CH:11][C:12](=[O:15])[NH:13][N:14]=2)=[CH:5][CH:4]=1. (4) The product is: [CH2:1]([N:8]([CH2:34][C:35]([OH:37])=[O:36])[CH2:9][C:10]1[CH:15]=[CH:14][C:13]([O:16][CH2:17][CH2:18][C:19]2[CH:24]=[CH:23][CH:22]=[C:21]([NH:25][CH3:26])[N:20]=2)=[CH:12][CH:11]=1)[C:2]1[CH:7]=[CH:6][CH:5]=[CH:4][CH:3]=1. Given the reactants [CH2:1]([N:8]([CH2:34][C:35]([O:37]CC)=[O:36])[CH2:9][C:10]1[CH:15]=[CH:14][C:13]([O:16][CH2:17][CH2:18][C:19]2[CH:24]=[CH:23][CH:22]=[C:21]([N:25](C(OC(C)(C)C)=O)[CH3:26])[N:20]=2)=[CH:12][CH:11]=1)[C:2]1[CH:7]=[CH:6][CH:5]=[CH:4][CH:3]=1, predict the reaction product. (5) Given the reactants [CH3:1][NH:2][C:3]([C:5]1[C:6]2[C@@H:7]([OH:27])[C@H:8]([OH:26])[C@@H:9]([C:20]3[CH:25]=[CH:24][CH:23]=[CH:22][CH:21]=3)[NH:10][C:11]=2[C:12]2[N:17]=[C:16]([CH3:18])[N:15]([CH3:19])[C:13]=2[CH:14]=1)=[O:4].CS(O)(=O)=O.C(=O)([O-])O.[Na+].[CH2:38](O)[CH2:39][CH2:40][CH3:41], predict the reaction product. The product is: [CH3:1][NH:2][C:3]([C:5]1[C:6]2[C@@H:7]([O:27][CH2:38][CH2:39][CH2:40][CH3:41])[C@H:8]([OH:26])[C@@H:9]([C:20]3[CH:25]=[CH:24][CH:23]=[CH:22][CH:21]=3)[NH:10][C:11]=2[C:12]2[N:17]=[C:16]([CH3:18])[N:15]([CH3:19])[C:13]=2[CH:14]=1)=[O:4].